Dataset: Peptide-MHC class II binding affinity with 134,281 pairs from IEDB. Task: Regression. Given a peptide amino acid sequence and an MHC pseudo amino acid sequence, predict their binding affinity value. This is MHC class II binding data. (1) The peptide sequence is AFYLDGDNLFPKV. The MHC is DRB1_0401 with pseudo-sequence DRB1_0401. The binding affinity (normalized) is 0.619. (2) The peptide sequence is EVYEARLTKFKYLAG. The MHC is HLA-DPA10301-DPB10402 with pseudo-sequence HLA-DPA10301-DPB10402. The binding affinity (normalized) is 0.810. (3) The peptide sequence is GKTKEGVLYVGSKTK. The MHC is HLA-DPA10301-DPB10402 with pseudo-sequence HLA-DPA10301-DPB10402. The binding affinity (normalized) is 0.313. (4) The peptide sequence is RQANFLGKIWPSHKGR. The MHC is DRB1_1501 with pseudo-sequence DRB1_1501. The binding affinity (normalized) is 0.975. (5) The peptide sequence is VLVDEGRKVAIKGPL. The MHC is DRB4_0103 with pseudo-sequence DRB4_0103. The binding affinity (normalized) is 0.357. (6) The peptide sequence is LDGALKAKQSAESKLEG. The MHC is DRB5_0101 with pseudo-sequence DRB5_0101. The binding affinity (normalized) is 0.443.